Dataset: Forward reaction prediction with 1.9M reactions from USPTO patents (1976-2016). Task: Predict the product of the given reaction. (1) Given the reactants [OH:1][C@H:2]1[CH2:19][CH2:18][C@@:17]2([CH3:20])[CH:4]([CH2:5][C:6](=[O:22])[C@@H:7]3[C@@H:16]2[CH2:15][CH2:14][C@@:12]2([CH3:13])[C@H:8]3[CH2:9][CH2:10][C:11]2=[O:21])[CH2:3]1, predict the reaction product. The product is: [CH3:13][C@:12]12[CH2:14][CH2:15][C@H:16]3[C@@H:7]([C:6](=[O:22])[CH2:5][CH:4]4[C@:17]3([CH3:20])[CH2:18][CH2:19][C:2](=[O:1])[CH2:3]4)[C@@H:8]1[CH2:9][CH2:10][C:11]2=[O:21]. (2) Given the reactants [Cl:1][C:2]1[CH:7]=[CH:6][C:5]([NH:8][CH:9]2[CH2:12][S:11](=[O:14])(=[O:13])[CH2:10]2)=[C:4]([N+]([O-])=O)[CH:3]=1.ClC1C=CC(NC2CSC2)=C([F:30])C=1, predict the reaction product. The product is: [Cl:1][C:2]1[CH:7]=[CH:6][C:5]([NH:8][CH:9]2[CH2:12][S:11](=[O:14])(=[O:13])[CH2:10]2)=[C:4]([F:30])[CH:3]=1.